From a dataset of Reaction yield outcomes from USPTO patents with 853,638 reactions. Predict the reaction yield, written as a fraction of the theoretical maximum amount of product (1.0 means a 100% yield; for example, 0.34 means a 34% yield). The reactants are [N+:1]([C:4]1[CH:13]=[C:12]2[C:7]([CH2:8][CH2:9][N:10]([C:14]([O:16][C:17]([CH3:20])([CH3:19])[CH3:18])=[O:15])[CH2:11]2)=[CH:6][CH:5]=1)([O-])=O. The catalyst is CO.[OH-].[OH-].[Pd+2]. The product is [NH2:1][C:4]1[CH:13]=[C:12]2[C:7]([CH2:8][CH2:9][N:10]([C:14]([O:16][C:17]([CH3:20])([CH3:19])[CH3:18])=[O:15])[CH2:11]2)=[CH:6][CH:5]=1. The yield is 0.690.